Dataset: Full USPTO retrosynthesis dataset with 1.9M reactions from patents (1976-2016). Task: Predict the reactants needed to synthesize the given product. (1) Given the product [CH3:1][C:2]1[S:3][CH:4]=[CH:5][C:6]=1[C:7]([OH:9])=[O:8], predict the reactants needed to synthesize it. The reactants are: [CH3:1][C:2]1[S:3][CH:4]=[CH:5][C:6]=1[C:7]([O:9]CC)=[O:8].[OH-].[Na+].Cl. (2) Given the product [Br:40][CH2:2][C:3]1[CH:12]=[CH:11][C:6]([C:7]([O:9][CH3:10])=[O:8])=[C:5]([CH3:13])[CH:4]=1, predict the reactants needed to synthesize it. The reactants are: O[CH2:2][C:3]1[CH:12]=[CH:11][C:6]([C:7]([O:9][CH3:10])=[O:8])=[C:5]([CH3:13])[CH:4]=1.C1(P(C2C=CC=CC=2)C2C=CC=CC=2)C=CC=CC=1.C1C(=O)N([Br:40])C(=O)C1. (3) Given the product [CH3:17][C@H:18]1[CH2:23][CH2:22][CH2:21][N:20]([C:10]([C:9]2[CH:13]=[CH:14][CH:15]=[CH:16][C:8]=2[O:1][C:2]2[CH:3]=[CH:4][CH:5]=[CH:6][CH:7]=2)=[O:12])[C@H:19]1[CH2:24][NH:25][C:26]1[CH:31]=[CH:30][C:29]([C:32]([F:35])([F:33])[F:34])=[CH:28][N:27]=1, predict the reactants needed to synthesize it. The reactants are: [O:1]([C:8]1[CH:16]=[CH:15][CH:14]=[CH:13][C:9]=1[C:10]([OH:12])=O)[C:2]1[CH:7]=[CH:6][CH:5]=[CH:4][CH:3]=1.[CH3:17][C@H:18]1[CH2:23][CH2:22][CH2:21][NH:20][C@H:19]1[CH2:24][NH:25][C:26]1[CH:31]=[CH:30][C:29]([C:32]([F:35])([F:34])[F:33])=[CH:28][N:27]=1. (4) Given the product [Cl:1][C:2]1[CH:7]=[C:6]([O:8][CH2:34][C:35]2([CH2:39][OH:40])[CH2:38][O:37][CH2:36]2)[CH:5]=[CH:4][C:3]=1[C:9]1[CH:14]=[CH:13][CH:12]=[C:11]([CH2:15][O:16][C:17]2[CH:22]=[CH:21][C:20]([C:23]3([CH2:27][C:28]([O:30][CH2:31][CH3:32])=[O:29])[CH2:24][O:25][CH2:26]3)=[CH:19][CH:18]=2)[CH:10]=1, predict the reactants needed to synthesize it. The reactants are: [Cl:1][C:2]1[CH:7]=[C:6]([OH:8])[CH:5]=[CH:4][C:3]=1[C:9]1[CH:14]=[CH:13][CH:12]=[C:11]([CH2:15][O:16][C:17]2[CH:22]=[CH:21][C:20]([C:23]3([CH2:27][C:28]([O:30][CH2:31][CH3:32])=[O:29])[CH2:26][O:25][CH2:24]3)=[CH:19][CH:18]=2)[CH:10]=1.Br[CH2:34][C:35]1([CH2:39][OH:40])[CH2:38][O:37][CH2:36]1.C(=O)([O-])[O-].[Cs+].[Cs+]. (5) Given the product [CH3:1][N:2]1[C@@H:11]2[CH2:12][C:13]3[CH:18]=[CH:17][C:16]([OH:19])=[C:15]([OH:20])[C:14]=3[C:9]3[C:10]2=[C:5]([CH:6]=[CH:7][CH:8]=3)[CH2:4][CH2:3]1, predict the reactants needed to synthesize it. The reactants are: [CH3:1][N:2]1[C@@H:11]2[CH2:12][C:13]3[CH:18]=[CH:17][C:16]([OH:19])=[C:15]([OH:20])[C:14]=3[C:9]3[C:10]2=[C:5]([CH:6]=[CH:7][CH:8]=3)[CH2:4][CH2:3]1.Cl.OCC(CO)O. (6) Given the product [CH3:43][C:44]1[C:45]([N:51]2[CH2:52][CH2:53][N:54]([C:57]([C:59]3[CH:64]=[CH:63][C:62]([N:65]4[CH:69]([CH:70]([CH3:71])[CH3:72])[C:68](=[O:73])[NH:67][C:66]4=[O:83])=[CH:61][CH:60]=3)=[O:58])[CH2:55][CH2:56]2)=[N:46][CH:47]=[C:48]([CH3:50])[CH:49]=1, predict the reactants needed to synthesize it. The reactants are: BrC1C=CC(C(N2CCN(C3C(C)=CC(C)=CN=3)CC2)=O)=CC=1.C(C1NC(=O)N(CC2C=CC(OC)=CC=2)C1=O)(C)C.[CH3:43][C:44]1[C:45]([N:51]2[CH2:56][CH2:55][N:54]([C:57]([C:59]3[CH:64]=[CH:63][C:62]([N:65]4[CH:69]([CH:70]([CH3:72])[CH3:71])[C:68](=[O:73])[N:67](CC5C=CC(OC)=CC=5)[C:66]4=[O:83])=[CH:61][CH:60]=3)=[O:58])[CH2:53][CH2:52]2)=[N:46][CH:47]=[C:48]([CH3:50])[CH:49]=1. (7) Given the product [CH3:22][C:14]1([CH3:21])[C:15]2[C:16](=[N:17][CH:18]=[CH:19][CH:20]=2)[N:12]([C@H:10]2[CH2:9][C@H:8]([NH:7][C:6]3[S:27][C:28]([CH3:31])=[CH:29][N:30]=3)[CH2:11]2)[C:13]1=[O:23], predict the reactants needed to synthesize it. The reactants are: C(O[C:6](=O)[NH:7][C@H:8]1[CH2:11][C@H:10]([N:12]2[C:16]3=[N:17][CH:18]=[CH:19][CH:20]=[C:15]3[C:14]([CH3:22])([CH3:21])[C:13]2=[O:23])[CH2:9]1)(C)(C)C.BrC1[S:27][C:28]([CH3:31])=[CH:29][N:30]=1.